This data is from Full USPTO retrosynthesis dataset with 1.9M reactions from patents (1976-2016). The task is: Predict the reactants needed to synthesize the given product. (1) Given the product [CH3:22][O:21][C:18]1[CH:19]=[CH:20][C:14]2[N+:13]([O-:23])=[N:12][C:11]([NH:9][CH2:8][CH2:7][N:1]3[CH2:6][CH2:5][O:4][CH2:3][CH2:2]3)=[N:16][C:15]=2[CH:17]=1, predict the reactants needed to synthesize it. The reactants are: [N:1]1([CH2:7][CH2:8][NH2:9])[CH2:6][CH2:5][O:4][CH2:3][CH2:2]1.Cl[C:11]1[N:12]=[N+:13]([O-:23])[C:14]2[CH:20]=[CH:19][C:18]([O:21][CH3:22])=[CH:17][C:15]=2[N:16]=1. (2) Given the product [NH2:1][C:2]1[N:11]=[CH:10][C:9]2[C:4](=[CH:5][CH:6]=[C:7]([C:12]3[CH:13]=[CH:14][C:15]([O:44][CH2:41][CH3:40])=[C:16]([CH:38]=3)[C:17]([NH:19][C:20]3[CH:25]=[C:24]([C:26]([F:27])([F:28])[F:29])[CH:23]=[CH:22][C:21]=3[N:30]([CH2:32][CH2:33][CH2:34][N:35]([CH3:36])[CH3:37])[CH3:31])=[O:18])[CH:8]=2)[N:3]=1, predict the reactants needed to synthesize it. The reactants are: [NH2:1][C:2]1[N:11]=[CH:10][C:9]2[C:4](=[CH:5][CH:6]=[C:7]([C:12]3[CH:13]=[CH:14][C:15](F)=[C:16]([CH:38]=3)[C:17]([NH:19][C:20]3[CH:25]=[C:24]([C:26]([F:29])([F:28])[F:27])[CH:23]=[CH:22][C:21]=3[N:30]([CH2:32][CH2:33][CH2:34][N:35]([CH3:37])[CH3:36])[CH3:31])=[O:18])[CH:8]=2)[N:3]=1.[CH3:40][C:41]([O-:44])(C)C.[K+].C(O)C.